From a dataset of Experimentally validated miRNA-target interactions with 360,000+ pairs, plus equal number of negative samples. Binary Classification. Given a miRNA mature sequence and a target amino acid sequence, predict their likelihood of interaction. (1) The miRNA is hsa-miR-200b-3p with sequence UAAUACUGCCUGGUAAUGAUGA. The protein sequence of the target gene is MLRGPGPGLLLLAVQCLGTAVPSTGASKSKRQAQQMVQPQSPVAVSQSKPGCYDNGKHYQINQQWERTYLGNALVCTCYGGSRGFNCESKPEAEETCFDKYTGNTYRVGDTYERPKDSMIWDCTCIGAGRGRISCTIANRCHEGGQSYKIGDTWRRPHETGGYMLECVCLGNGKGEWTCKPIAEKCFDHAAGTSYVVGETWEKPYQGWMMVDCTCLGEGSGRITCTSRNRCNDQDTRTSYRIGDTWSKKDNRGNLLQCICTGNGRGEWKCERHTSVQTTSSGSGPFTDVRAAVYQPQPHP.... Result: 1 (interaction). (2) The miRNA is mmu-miR-377-3p with sequence AUCACACAAAGGCAACUUUUGU. The protein sequence of the target gene is MSETSSHDSFYDSLSDVQEEGKSADFFPGLSAFLSQEEINKSLDLARRAIDSSETEDFDSEKEISQIFSKSPISLCETPSHEEPKSGKQTSSERPQDSRRAPVQPLTGDQAERITSPGSKRKPGVSPLLASPSYIRSLRKAEKRGAKNPNPSSKPKTAQQSKAGPQSQLCDKAASFIEELTSIFREAAKPRNRSPNGESSSPDSGYLSPKNQPSALMSASASQSPTADQLDQLEMDAEVKQAQGSLCYQAHQASEETLPLAHIPHPQPQKARHLPTAPRFIQKLRSQEVAEGSRVYLECR.... Result: 0 (no interaction). (3) The miRNA is hsa-miR-6715b-5p with sequence ACAGGCACGACUGGUUUGGCA. The protein sequence of the target gene is MSRLKRIAGQDLRAGFKAGGRDCGTSVPQGLLKAARKSGQLNLSGRNLSEVPQCVWRINVDIPEEANQNLSFGATERWWEQTDLTKLIISNNKLQSLTDDLRLLPALTVLDIHDNQLTSLPSAIRELENLQKLNVSHNKLKILPEEITNLRNLKCLYLQHNELTCISEGFEQLSNLEDLDLSNNHLTTVPASFSSLSSLVRLNLSSNELKSLPAEINRMKRLKHLDCNSNLLETIPPELAGMESLELLYLRRNKLRFLPEFPSCSLLKELHVGENQIEMLEAEHLKHLNSILVLDLRDNK.... Result: 1 (interaction). (4) The miRNA is hsa-miR-6877-5p with sequence AGGGCCGAAGGGUGGAAGCUGC. The protein sequence of the target gene is MACAGLLTVCLLRPPAPQPQPQTPRHPQLAPDPGPAGHTLFQDVFRRADKNDDGKLSFEEFQNYFADGVLSLGELQELFSGIDGHLTDNLETEKLCDYFSEHLGVYRPVLAALESLNRAVLAAMDATKLEYERASKVDQFVTRFLLRETVSQLQALQSSLEGASDTLEAQAHGWRSDAESVEAQSRLCGSRRAGRRALRSVSRSSTWSPGSSDTGRSSEAEMQWRLQVNRLQELIDQLECKVRAVGPGPHKGGPSWYPPEPGPCWRPGPHSVPSQAPRLEPLREEDLAKGPDLHILMAQR.... Result: 1 (interaction). (5) The miRNA is mmu-miR-154-5p with sequence UAGGUUAUCCGUGUUGCCUUCG. The protein sequence of the target gene is MTLIEGVGDEVTVLFSVLACLLVLALAWVSTHTAEGGDPLPQPSGTPTPSQPSAAMAATDSMRGEAPGAETPSLRHRGQAAQPEPSTGFTATPPAPDSPQEPLVLRLKFLNDSEQVARAWPHDTIGSLKRTQFPGREQQVRLIYQGQLLGDDTQTLGSLHLPPNCVLHCHVSTRVGPPNPPCPPGSEPGPSGLEIGSLLLPLLLLLLLLLWYCQIQYRPFFPLTATLGLAGFTLLLSLLAFAMYRP. Result: 0 (no interaction). (6) The miRNA is hsa-miR-20b-5p with sequence CAAAGUGCUCAUAGUGCAGGUAG. The protein sequence of the target gene is MEEYEKFCEKSLARIQEASLSTESFLPAQSESISLIRFHGVAILSPLLNIEKRKEMQQEKQKALDVEARKQVNRKKALLTRVQEILDNVQVRKAPNASDFDQWEMETVYSNSEVRNLNVPATFPNSFPSHTEHSTAAKLDKIAGILPLDNEDQCKTDGIDLARDSEGFNSPKQCDSSNISHVENEAFPKTSSATPQETLISDGPFSVNEQQDLPLLAEVIPDPYVMSLQNLMKKSKEYIEREQSRRSLRGSINRIVNESHLDKEHDAVEVADCVKEKGQLTGKHCVSVIPDKPSLNKSNV.... Result: 1 (interaction).